Dataset: Full USPTO retrosynthesis dataset with 1.9M reactions from patents (1976-2016). Task: Predict the reactants needed to synthesize the given product. (1) Given the product [CH2:1]([O:8][C:9]1[CH:14]=[CH:13][C:12]([CH2:15][Br:18])=[CH:11][CH:10]=1)[C:2]1[CH:7]=[CH:6][CH:5]=[CH:4][CH:3]=1, predict the reactants needed to synthesize it. The reactants are: [CH2:1]([O:8][C:9]1[CH:14]=[CH:13][C:12]([CH2:15]O)=[CH:11][CH:10]=1)[C:2]1[CH:7]=[CH:6][CH:5]=[CH:4][CH:3]=1.P(Br)(Br)[Br:18]. (2) The reactants are: [CH3:1][CH:2]([CH3:37])[CH2:3][C@@H:4]([NH:21][C:22]1[CH:36]=[CH:35][C:25]([C:26]([NH:28][CH2:29][CH2:30][C:31]([O:33]C)=[O:32])=[O:27])=[CH:24][N:23]=1)[C:5]1[CH:10]=[CH:9][C:8]([C:11]2[CH:16]=[CH:15][C:14]([C:17]([F:20])([F:19])[F:18])=[CH:13][CH:12]=2)=[CH:7][CH:6]=1.O1CCCC1.[OH-].[Na+]. Given the product [CH3:1][CH:2]([CH3:37])[CH2:3][C@@H:4]([NH:21][C:22]1[CH:36]=[CH:35][C:25]([C:26]([NH:28][CH2:29][CH2:30][C:31]([OH:33])=[O:32])=[O:27])=[CH:24][N:23]=1)[C:5]1[CH:6]=[CH:7][C:8]([C:11]2[CH:12]=[CH:13][C:14]([C:17]([F:19])([F:20])[F:18])=[CH:15][CH:16]=2)=[CH:9][CH:10]=1, predict the reactants needed to synthesize it. (3) Given the product [Cl:1][C:2]1[C:3]([F:23])=[C:4]([NH:8][C:9]2[C:18]3[C:13](=[CH:14][C:15]([O:21][CH3:22])=[C:16]([CH2:19][N:24]([CH3:41])[C:25]4([C:37]([OH:39])=[O:38])[CH2:29][CH2:28][N:27]([CH3:30])[CH2:26]4)[CH:17]=3)[N:12]=[CH:11][N:10]=2)[CH:5]=[CH:6][CH:7]=1, predict the reactants needed to synthesize it. The reactants are: [Cl:1][C:2]1[C:3]([F:23])=[C:4]([NH:8][C:9]2[C:18]3[C:13](=[CH:14][C:15]([O:21][CH3:22])=[C:16]([CH:19]=O)[CH:17]=3)[N:12]=[CH:11][N:10]=2)[CH:5]=[CH:6][CH:7]=1.[NH2:24][C:25]1([C:37]([OH:39])=[O:38])[CH2:29][CH2:28][N:27]([C:30](OC(C)(C)C)=O)[CH2:26]1.N[C:41]1(C(O)=O)CCN(C(OC(C)(C)C)=O)CC1.C=O. (4) Given the product [N:32]1([CH2:31][CH2:30][CH2:29][O:14][N:13]=[C:8]2[CH2:7][CH:6]([C:15]3[CH:20]=[CH:19][CH:18]=[CH:17][C:16]=3[C:21]3[CH:26]=[CH:25][CH:24]=[CH:23][CH:22]=3)[CH2:5][C:4]3[N:3]=[C:2]([NH2:1])[N:11]=[C:10]([CH3:12])[C:9]2=3)[CH2:37][CH2:36][O:35][CH2:34][CH2:33]1, predict the reactants needed to synthesize it. The reactants are: [NH2:1][C:2]1[N:11]=[C:10]([CH3:12])[C:9]2[C:8](=[N:13][OH:14])[CH2:7][CH:6]([C:15]3[CH:20]=[CH:19][CH:18]=[CH:17][C:16]=3[C:21]3[CH:26]=[CH:25][CH:24]=[CH:23][CH:22]=3)[CH2:5][C:4]=2[N:3]=1.Cl.Cl[CH2:29][CH2:30][CH2:31][N:32]1[CH2:37][CH2:36][O:35][CH2:34][CH2:33]1.[H-].[Na+].CN(C)CCCON=C1CC(C2C=C(F)C=CC=2C2C=CC=CC=2)CC2N=C(N)N=C(C)C1=2.